From a dataset of Forward reaction prediction with 1.9M reactions from USPTO patents (1976-2016). Predict the product of the given reaction. (1) Given the reactants [CH2:1]([O:3][CH:4]([O:22][CH2:23][CH3:24])[CH:5]([C:16]1[CH:21]=[CH:20][CH:19]=[CH:18][CH:17]=1)[CH2:6][C:7]1[CH:12]=[CH:11][CH:10]=[CH:9][C:8]=1[N+:13]([O-])=O)[CH3:2], predict the reaction product. The product is: [CH2:23]([O:22][CH:4]([O:3][CH2:1][CH3:2])[CH:5]([C:16]1[CH:21]=[CH:20][CH:19]=[CH:18][CH:17]=1)[CH2:6][C:7]1[CH:12]=[CH:11][CH:10]=[CH:9][C:8]=1[NH2:13])[CH3:24].[C:4]([O-:22])(=[O:3])[CH3:5]. (2) Given the reactants [Cl:1][C:2]1[CH:3]=[C:4]([S:9]([N:12]2[CH:25]([CH2:26][C:27]([OH:29])=O)[C:24]3[C:19](=[CH:20][CH:21]=[CH:22][CH:23]=3)[C:18]3[CH:17]=[CH:16][CH:15]=[CH:14][C:13]2=3)(=[O:11])=[O:10])[CH:5]=[CH:6][C:7]=1[Cl:8].Cl.Cl.[N:32]1([CH2:37][CH2:38][C@H:39]2[CH2:44][CH2:43][C@H:42]([NH2:45])[CH2:41][CH2:40]2)[CH2:36][CH2:35][CH2:34][CH2:33]1, predict the reaction product. The product is: [Cl:1][C:2]1[CH:3]=[C:4]([S:9]([N:12]2[CH:25]([CH2:26][C:27]([NH:45][C@H:42]3[CH2:43][CH2:44][C@H:39]([CH2:38][CH2:37][N:32]4[CH2:36][CH2:35][CH2:34][CH2:33]4)[CH2:40][CH2:41]3)=[O:29])[C:24]3[C:19](=[CH:20][CH:21]=[CH:22][CH:23]=3)[C:18]3[CH:17]=[CH:16][CH:15]=[CH:14][C:13]2=3)(=[O:10])=[O:11])[CH:5]=[CH:6][C:7]=1[Cl:8]. (3) Given the reactants [F:1][C:2]1[CH:3]=[C:4]([C:23]#[N:24])[C:5]([C:8]2[CH:13]=[C:12]([C:14]3[N:15]=[C:16](SC)[N:17]=[N:18][CH:19]=3)[CH:11]=[CH:10][C:9]=2[F:22])=[CH:6][CH:7]=1.[F:25][C:26]1[CH:31]=[CH:30][C:29](B(O)O)=[CH:28][CH:27]=1, predict the reaction product. The product is: [F:1][C:2]1[CH:3]=[C:4]([C:23]#[N:24])[C:5]([C:8]2[CH:13]=[C:12]([C:14]3[N:15]=[C:16]([C:29]4[CH:30]=[CH:31][C:26]([F:25])=[CH:27][CH:28]=4)[N:17]=[N:18][CH:19]=3)[CH:11]=[CH:10][C:9]=2[F:22])=[CH:6][CH:7]=1. (4) Given the reactants [NH2:1][CH2:2][CH2:3][CH2:4][CH2:5][CH2:6][CH2:7][CH2:8][CH2:9][N:10]1[C:22]2[C:21]3[CH:20]=[CH:19][CH:18]=[CH:17][C:16]=3[N:15]=[C:14]([NH2:23])[C:13]=2[N:12]=[C:11]1[CH2:24][CH2:25][CH2:26][CH3:27].[C:28]1([S:34](Cl)(=[O:36])=[O:35])[CH:33]=[CH:32][CH:31]=[CH:30][CH:29]=1, predict the reaction product. The product is: [NH2:23][C:14]1[C:13]2[N:12]=[C:11]([CH2:24][CH2:25][CH2:26][CH3:27])[N:10]([CH2:9][CH2:8][CH2:7][CH2:6][CH2:5][CH2:4][CH2:3][CH2:2][NH:1][S:34]([C:28]3[CH:33]=[CH:32][CH:31]=[CH:30][CH:29]=3)(=[O:36])=[O:35])[C:22]=2[C:21]2[CH:20]=[CH:19][CH:18]=[CH:17][C:16]=2[N:15]=1.